From a dataset of Peptide-MHC class I binding affinity with 185,985 pairs from IEDB/IMGT. Regression. Given a peptide amino acid sequence and an MHC pseudo amino acid sequence, predict their binding affinity value. This is MHC class I binding data. (1) The peptide sequence is SVAHSAYEL. The MHC is HLA-A68:02 with pseudo-sequence HLA-A68:02. The binding affinity (normalized) is 1.00. (2) The peptide sequence is LPQIGGEAIF. The MHC is HLA-B35:01 with pseudo-sequence HLA-B35:01. The binding affinity (normalized) is 0.792. (3) The peptide sequence is KDGTLFYCY. The MHC is HLA-A02:03 with pseudo-sequence HLA-A02:03. The binding affinity (normalized) is 0.0847. (4) The peptide sequence is WLWVSSSDM. The binding affinity (normalized) is 0.0317. The MHC is HLA-B08:01 with pseudo-sequence HLA-B08:01. (5) The peptide sequence is IASKINNNR. The MHC is HLA-A03:01 with pseudo-sequence HLA-A03:01. The binding affinity (normalized) is 0.123. (6) The peptide sequence is YSISNDLLY. The MHC is HLA-A33:01 with pseudo-sequence HLA-A33:01. The binding affinity (normalized) is 0.